Dataset: Catalyst prediction with 721,799 reactions and 888 catalyst types from USPTO. Task: Predict which catalyst facilitates the given reaction. Reactant: [F:1][C:2]1[CH:7]=[CH:6][C:5]([C:8]2[N:9]=[N:10][N:11]3[CH2:16][CH2:15][N:14](C(OC(C)(C)C)=O)[CH2:13][C:12]=23)=[CH:4][CH:3]=1. Product: [F:1][C:2]1[CH:7]=[CH:6][C:5]([C:8]2[N:9]=[N:10][N:11]3[CH2:16][CH2:15][NH:14][CH2:13][C:12]=23)=[CH:4][CH:3]=1. The catalyst class is: 209.